From a dataset of NCI-60 drug combinations with 297,098 pairs across 59 cell lines. Regression. Given two drug SMILES strings and cell line genomic features, predict the synergy score measuring deviation from expected non-interaction effect. (1) Drug 1: CC(C)(C#N)C1=CC(=CC(=C1)CN2C=NC=N2)C(C)(C)C#N. Drug 2: C1=NC(=NC(=O)N1C2C(C(C(O2)CO)O)O)N. Cell line: HL-60(TB). Synergy scores: CSS=71.4, Synergy_ZIP=-2.45, Synergy_Bliss=-0.0219, Synergy_Loewe=1.06, Synergy_HSA=1.14. (2) Drug 1: C1CC(=O)NC(=O)C1N2C(=O)C3=CC=CC=C3C2=O. Drug 2: C(CN)CNCCSP(=O)(O)O. Cell line: OVCAR3. Synergy scores: CSS=-21.0, Synergy_ZIP=14.2, Synergy_Bliss=6.43, Synergy_Loewe=-21.7, Synergy_HSA=-22.2. (3) Drug 1: CCC1(CC2CC(C3=C(CCN(C2)C1)C4=CC=CC=C4N3)(C5=C(C=C6C(=C5)C78CCN9C7C(C=CC9)(C(C(C8N6C)(C(=O)OC)O)OC(=O)C)CC)OC)C(=O)OC)O.OS(=O)(=O)O. Drug 2: COC1=NC(=NC2=C1N=CN2C3C(C(C(O3)CO)O)O)N. Cell line: MOLT-4. Synergy scores: CSS=54.8, Synergy_ZIP=1.10, Synergy_Bliss=0.559, Synergy_Loewe=-0.677, Synergy_HSA=-0.411. (4) Drug 1: C1=CC(=CC=C1CCC2=CNC3=C2C(=O)NC(=N3)N)C(=O)NC(CCC(=O)O)C(=O)O. Drug 2: C1CCC(C(C1)N)N.C(=O)(C(=O)[O-])[O-].[Pt+4]. Cell line: NCI-H226. Synergy scores: CSS=10.6, Synergy_ZIP=-6.27, Synergy_Bliss=-1.75, Synergy_Loewe=0.721, Synergy_HSA=1.07. (5) Drug 1: C1=NC2=C(N=C(N=C2N1C3C(C(C(O3)CO)O)O)F)N. Drug 2: CCC1=C2CN3C(=CC4=C(C3=O)COC(=O)C4(CC)O)C2=NC5=C1C=C(C=C5)O. Cell line: OVCAR-8. Synergy scores: CSS=48.3, Synergy_ZIP=-4.53, Synergy_Bliss=-3.59, Synergy_Loewe=-11.0, Synergy_HSA=-1.92. (6) Drug 1: CN1CCC(CC1)COC2=C(C=C3C(=C2)N=CN=C3NC4=C(C=C(C=C4)Br)F)OC. Drug 2: CC1=C(C=C(C=C1)NC(=O)C2=CC=C(C=C2)CN3CCN(CC3)C)NC4=NC=CC(=N4)C5=CN=CC=C5. Cell line: SF-295. Synergy scores: CSS=0.771, Synergy_ZIP=0.188, Synergy_Bliss=-1.44, Synergy_Loewe=-3.71, Synergy_HSA=-3.06. (7) Drug 1: CC1=C(N=C(N=C1N)C(CC(=O)N)NCC(C(=O)N)N)C(=O)NC(C(C2=CN=CN2)OC3C(C(C(C(O3)CO)O)O)OC4C(C(C(C(O4)CO)O)OC(=O)N)O)C(=O)NC(C)C(C(C)C(=O)NC(C(C)O)C(=O)NCCC5=NC(=CS5)C6=NC(=CS6)C(=O)NCCC[S+](C)C)O. Drug 2: CC(C)CN1C=NC2=C1C3=CC=CC=C3N=C2N. Cell line: SF-268. Synergy scores: CSS=21.9, Synergy_ZIP=-11.5, Synergy_Bliss=0.0303, Synergy_Loewe=-3.81, Synergy_HSA=-0.974.